Task: Predict the product of the given reaction.. Dataset: Forward reaction prediction with 1.9M reactions from USPTO patents (1976-2016) (1) The product is: [CH3:1][O:2][C:3]1[C:10]([O:11][CH3:12])=[C:9]([O:13][CH3:14])[CH:8]=[CH:7][C:4]=1[CH2:5][OH:6]. Given the reactants [CH3:1][O:2][C:3]1[C:10]([O:11][CH3:12])=[C:9]([O:13][CH3:14])[CH:8]=[CH:7][C:4]=1[CH:5]=[O:6].[BH4-].[Na+].CCCCCC.C(OCC)(=O)C, predict the reaction product. (2) Given the reactants [CH3:1][CH:2]([CH3:36])[C@H:3]([NH:31][C:32](=[O:35])[O:33][CH3:34])[C:4](=[O:30])[N:5]1[CH2:9][CH2:8][CH2:7][C@H:6]1[C:10]1[NH:11][C:12]([C:15]2[CH:20]=[CH:19][C:18](B3OC(C)(C)C(C)(C)O3)=[CH:17][CH:16]=2)=[CH:13][N:14]=1.[CH3:37][O:38][C:39](=[O:68])[NH:40][C@H:41]([C:62]1[CH:67]=[CH:66][CH:65]=[CH:64][CH:63]=1)[C:42]([N:44]1[CH2:48][CH2:47][CH2:46][C@H:45]1[C:49]([NH:51][C:52]([NH:54][C:55]1[CH:56]=[N:57][C:58](Br)=[CH:59][CH:60]=1)=[O:53])=[O:50])=[O:43].C(=O)(O)[O-].[Na+], predict the reaction product. The product is: [CH3:34][O:33][C:32](=[O:35])[NH:31][C@H:3]([C:4]([N:5]1[CH2:9][CH2:8][CH2:7][C@H:6]1[C:10]1[NH:11][C:12]([C:15]2[CH:16]=[CH:17][C:18]([C:58]3[CH:59]=[CH:60][C:55]([NH:54][C:52]([NH:51][C:49]([C@@H:45]4[CH2:46][CH2:47][CH2:48][N:44]4[C:42](=[O:43])[C@H:41]([NH:40][C:39]([O:38][CH3:37])=[O:68])[C:62]4[CH:67]=[CH:66][CH:65]=[CH:64][CH:63]=4)=[O:50])=[O:53])=[CH:56][N:57]=3)=[CH:19][CH:20]=2)=[CH:13][N:14]=1)=[O:30])[CH:2]([CH3:36])[CH3:1]. (3) Given the reactants [C:1]([O:5][CH2:6][C:7]1[CH:12]=[CH:11][CH:10]=[CH:9][CH:8]=1)(=[O:4])[CH:2]=[O:3].N1C=CC=CC=1.C(=O)=O.CC(C)=O.[Cl:26][C:27](Cl)([O:29]C(=O)OC(Cl)(Cl)Cl)Cl.C(Cl)(Cl)(Cl)[Cl:39], predict the reaction product. The product is: [Cl:39][CH:2]([O:3][C:27]([Cl:26])=[O:29])[C:1]([O:5][CH2:6][C:7]1[CH:12]=[CH:11][CH:10]=[CH:9][CH:8]=1)=[O:4]. (4) Given the reactants [CH2:1]([O:8][C:9]1[CH:14]=[CH:13][CH:12]=[C:11](Cl)[N:10]=1)[C:2]1[CH:7]=[CH:6][CH:5]=[CH:4][CH:3]=1.CC1(C)C(C)(C)OB([C:24]2[CH2:29][CH2:28][N:27]([C:30]([O:32][C:33]([CH3:36])([CH3:35])[CH3:34])=[O:31])[CH2:26][CH:25]=2)O1.P([O-])([O-])([O-])=O.[K+].[K+].[K+].C1(P(C2CCCCC2)C2CCCCC2)CCCCC1, predict the reaction product. The product is: [CH2:1]([O:8][C:9]1[N:10]=[C:11]([C:24]2[CH2:29][CH2:28][N:27]([C:30]([O:32][C:33]([CH3:36])([CH3:35])[CH3:34])=[O:31])[CH2:26][CH:25]=2)[CH:12]=[CH:13][CH:14]=1)[C:2]1[CH:7]=[CH:6][CH:5]=[CH:4][CH:3]=1. (5) The product is: [OH:36][CH2:23][C:22]([CH3:25])([CH3:24])[CH2:21][CH2:20][CH2:19][S:16]([NH:15][C:5]1[C:4]([O:26][C:27]2[CH:32]=[CH:31][CH:30]=[CH:29][C:28]=2[O:33][CH3:34])=[C:3]([O:2][CH3:1])[N:8]=[C:7]([C:9]2[N:14]=[CH:13][CH:12]=[CH:11][N:10]=2)[N:6]=1)(=[O:17])=[O:18]. Given the reactants [CH3:1][O:2][C:3]1[N:8]=[C:7]([C:9]2[N:14]=[CH:13][CH:12]=[CH:11][N:10]=2)[N:6]=[C:5]([NH:15][S:16]([CH2:19][CH2:20][CH2:21][C:22]([CH3:25])([CH3:24])[CH3:23])(=[O:18])=[O:17])[C:4]=1[O:26][C:27]1[CH:32]=[CH:31][CH:30]=[CH:29][C:28]=1[O:33][CH3:34].C[OH:36], predict the reaction product. (6) Given the reactants Cl[C:2]1[CH:7]=[C:6]([O:8][CH:9]([C:14]2[CH:19]=[CH:18][C:17]([C:20]3[CH:25]=[CH:24][CH:23]=[C:22]([F:26])[CH:21]=3)=[CH:16][CH:15]=2)[C:10]([F:13])([F:12])[F:11])[N:5]=[C:4]([NH2:27])[N:3]=1.[O:28]=[C:29]([NH:34][C:35]1[CH:40]=[CH:39][C:38](B2OC(C)(C)C(C)(C)O2)=[CH:37][CH:36]=1)[C:30]([O:32][CH3:33])=[O:31].C([O-])([O-])=O.[Na+].[Na+].C(O)C, predict the reaction product. The product is: [NH2:27][C:4]1[N:3]=[C:2]([C:38]2[CH:37]=[CH:36][C:35]([NH:34][C:29](=[O:28])[C:30]([O:32][CH3:33])=[O:31])=[CH:40][CH:39]=2)[CH:7]=[C:6]([O:8][CH:9]([C:14]2[CH:19]=[CH:18][C:17]([C:20]3[CH:25]=[CH:24][CH:23]=[C:22]([F:26])[CH:21]=3)=[CH:16][CH:15]=2)[C:10]([F:13])([F:12])[F:11])[N:5]=1. (7) Given the reactants [I:1]N1C(=O)CCC1=O.[Cl:9][C:10]1[N:11]=[CH:12][C:13]2[CH:18]=[CH:17][NH:16][C:14]=2[N:15]=1.S(S([O-])=O)([O-])(=O)=O.[Na+].[Na+], predict the reaction product. The product is: [Cl:9][C:10]1[N:11]=[CH:12][C:13]2[C:18]([I:1])=[CH:17][NH:16][C:14]=2[N:15]=1. (8) Given the reactants [F:1][C:2]1[CH:3]=[C:4]([CH:13]([NH:19]C(=O)OC(C)(C)C)[CH2:14][C:15]([OH:18])([CH3:17])[CH3:16])[CH:5]=[CH:6][C:7]=1[O:8][C:9]([F:12])([F:11])[F:10].[ClH:27].C(OCC)(=O)C, predict the reaction product. The product is: [ClH:27].[NH2:19][CH:13]([C:4]1[CH:5]=[CH:6][C:7]([O:8][C:9]([F:10])([F:11])[F:12])=[C:2]([F:1])[CH:3]=1)[CH2:14][C:15]([CH3:17])([OH:18])[CH3:16]. (9) The product is: [CH3:1][O:2][C:3]1[CH:4]=[C:5]([CH:6]=[CH:23][C:22]([C:17]2[CH:18]=[CH:19][CH:20]=[CH:21][C:16]=2[N+:13]([O-:15])=[O:14])=[O:24])[CH:8]=[C:9]([O:11][CH3:12])[CH:10]=1. Given the reactants [CH3:1][O:2][C:3]1[CH:4]=[C:5]([CH:8]=[C:9]([O:11][CH3:12])[CH:10]=1)[CH:6]=O.[N+:13]([C:16]1[CH:21]=[CH:20][CH:19]=[CH:18][C:17]=1[C:22](=[O:24])[CH3:23])([O-:15])=[O:14], predict the reaction product.